Regression. Given a peptide amino acid sequence and an MHC pseudo amino acid sequence, predict their binding affinity value. This is MHC class II binding data. From a dataset of Peptide-MHC class II binding affinity with 134,281 pairs from IEDB. (1) The peptide sequence is KCVTVMAPDKPSLDI. The MHC is DRB1_0101 with pseudo-sequence DRB1_0101. The binding affinity (normalized) is 0. (2) The peptide sequence is AAGAQLLWQLPLLSI. The MHC is HLA-DQA10501-DQB10201 with pseudo-sequence HLA-DQA10501-DQB10201. The binding affinity (normalized) is 0.300. (3) The peptide sequence is AFLIGANYLGKPKEQ. The MHC is DRB1_0701 with pseudo-sequence DRB1_0701. The binding affinity (normalized) is 0.406. (4) The peptide sequence is EKKYFAYTQFEPLAA. The MHC is DRB1_1602 with pseudo-sequence DRB1_1602. The binding affinity (normalized) is 0.697. (5) The MHC is HLA-DPA10201-DPB11401 with pseudo-sequence HLA-DPA10201-DPB11401. The binding affinity (normalized) is 0.553. The peptide sequence is SLFFSAQPFEITAST. (6) The peptide sequence is VPFVQWFVGLSPTVW. The MHC is DRB1_1101 with pseudo-sequence DRB1_1101. The binding affinity (normalized) is 0.277. (7) The peptide sequence is VSAIVGAAASVFVCL. The MHC is DRB1_0101 with pseudo-sequence DRB1_0101. The binding affinity (normalized) is 0.438. (8) The peptide sequence is YDTYKCIPSLEAAVK. The MHC is DRB1_0404 with pseudo-sequence DRB1_0404. The binding affinity (normalized) is 0.673.